From a dataset of Catalyst prediction with 721,799 reactions and 888 catalyst types from USPTO. Predict which catalyst facilitates the given reaction. (1) Reactant: [Cl:1][C:2]1[S:6][C:5]([C:7]([NH:9][CH2:10][C:11]2[N:12]=[CH:13][N:14]([C:16]3[CH:21]=[CH:20][C:19](I)=[CH:18][CH:17]=3)[CH:15]=2)=[O:8])=[CH:4][CH:3]=1.[N:23]1[CH:28]=[CH:27][N:26]=[C:25]([OH:29])[C:24]=1[OH:30].OC1C=CC=C2C=1N=CC=C2.C([O-])([O-])=O.[K+].[K+]. Product: [Cl:1][C:2]1[S:6][C:5]([C:7]([NH:9][CH2:10][C:11]2[N:12]=[CH:13][N:14]([C:16]3[CH:21]=[CH:20][C:19]([N:26]4[CH:27]=[CH:28][N:23]=[C:24]([OH:30])[C:25]4=[O:29])=[CH:18][CH:17]=3)[CH:15]=2)=[O:8])=[CH:4][CH:3]=1. The catalyst class is: 156. (2) Reactant: Cl[C:2](Cl)(Cl)[CH:3]([OH:5])O.S([O-])([O-])(=O)=O.[Na+].[Na+].[F:15][C:16]1[CH:22]=[CH:21][CH:20]=[CH:19][C:17]=1[NH2:18].Cl.Cl.[NH2:25][OH:26]. Product: [F:15][C:16]1[CH:22]=[CH:21][CH:20]=[CH:19][C:17]=1[NH:18][C:3](=[O:5])[CH:2]=[N:25][OH:26]. The catalyst class is: 6. (3) Reactant: [Cl:1][C:2]1[CH:7]=[C:6]([Cl:8])[CH:5]=[CH:4][C:3]=1[CH:9]1[S:15][CH2:14][C:13](=[O:16])[NH:12][C:11]2[N:17]([CH3:26])[N:18]=[C:19]([C:20]3[CH:25]=[CH:24][CH:23]=[CH:22][N:21]=3)[C:10]1=2.C(=O)([O-])[O-].[Cs+].[Cs+].[I-].[Na+].Br[CH2:36][C:37]([O:39][CH3:40])=[O:38]. Product: [Cl:1][C:2]1[CH:7]=[C:6]([Cl:8])[CH:5]=[CH:4][C:3]=1[CH:9]1[S:15][CH2:14][C:13](=[O:16])[N:12]([CH2:36][C:37]([O:39][CH3:40])=[O:38])[C:11]2[N:17]([CH3:26])[N:18]=[C:19]([C:20]3[CH:25]=[CH:24][CH:23]=[CH:22][N:21]=3)[C:10]1=2. The catalyst class is: 3. (4) Reactant: [C:1]1([NH:7][C:8]([NH:10][C:11]2[CH:12]=[C:13]([C:17]3[CH:31]=[CH:30][C:20]4[N:21]=[C:22]([NH:24][C:25]([NH:27][CH2:28][CH3:29])=[O:26])[S:23][C:19]=4[CH:18]=3)[CH:14]=[CH:15][CH:16]=2)=[O:9])[CH:6]=[CH:5][CH:4]=[CH:3][CH:2]=1.N[C:33]1C=C(C2C=CC3N=C(NC(NCC)=O)SC=3C=2)C=CC=1.C(N(CC)CC)C.C1(C)C=CC=C(N=C=O)C=1. Product: [C:5]1([CH3:33])[CH:4]=[CH:3][CH:2]=[C:1]([NH:7][C:8]([NH:10][C:11]2[CH:12]=[C:13]([C:17]3[CH:31]=[CH:30][C:20]4[N:21]=[C:22]([NH:24][C:25]([NH:27][CH2:28][CH3:29])=[O:26])[S:23][C:19]=4[CH:18]=3)[CH:14]=[CH:15][CH:16]=2)=[O:9])[CH:6]=1. The catalyst class is: 11. (5) Reactant: [NH2:1][CH2:2][C:3]1[CH:4]=[C:5]([N:9]2[C:13]([C:14]([OH:16])=[O:15])=[CH:12][C:11]([C:17]([F:20])([F:19])[F:18])=[N:10]2)[CH:6]=[CH:7][CH:8]=1.C(=O)([O-])[O-].[Na+].[Na+].[C:27](O[C:27]([O:29][C:30]([CH3:33])([CH3:32])[CH3:31])=[O:28])([O:29][C:30]([CH3:33])([CH3:32])[CH3:31])=[O:28]. Product: [C:30]([O:29][C:27]([NH:1][CH2:2][C:3]1[CH:4]=[C:5]([N:9]2[C:13]([C:14]([OH:16])=[O:15])=[CH:12][C:11]([C:17]([F:19])([F:20])[F:18])=[N:10]2)[CH:6]=[CH:7][CH:8]=1)=[O:28])([CH3:33])([CH3:32])[CH3:31]. The catalyst class is: 127. (6) Reactant: [Br:1][C:2]1[CH:7]=[CH:6][C:5]([OH:8])=[CH:4][CH:3]=1.[CH2:9](Br)[C:10]([C:12]1[CH:17]=[CH:16][CH:15]=[CH:14][CH:13]=1)=[O:11].C(=O)([O-])[O-].[K+].[K+]. Product: [Br:1][C:2]1[CH:7]=[CH:6][C:5]([O:8][CH2:9][C:10]([C:12]2[CH:17]=[CH:16][CH:15]=[CH:14][CH:13]=2)=[O:11])=[CH:4][CH:3]=1. The catalyst class is: 10. (7) Reactant: [Cl:1][C:2]1[C:11]2[C:6](=[CH:7][C:8]([OH:14])=[C:9]([O:12][CH3:13])[CH:10]=2)[N:5]=[CH:4][N:3]=1.C1(P(C2C=CC=CC=2)C2C=CC=CC=2)C=CC=CC=1.[C:34]([O:38][C:39]([N:41]1[CH2:46][CH2:45][CH:44](O)[CH2:43][CH2:42]1)=[O:40])([CH3:37])([CH3:36])[CH3:35]. Product: [C:34]([O:38][C:39]([N:41]1[CH2:46][CH2:45][CH:44]([O:14][C:8]2[CH:7]=[C:6]3[C:11]([C:2]([Cl:1])=[N:3][CH:4]=[N:5]3)=[CH:10][C:9]=2[O:12][CH3:13])[CH2:43][CH2:42]1)=[O:40])([CH3:37])([CH3:35])[CH3:36]. The catalyst class is: 4. (8) Reactant: [OH:1][CH:2]([CH2:12][CH2:13][S:14][CH3:15])[C:3]([O:5][CH2:6][CH2:7][CH2:8][CH2:9][CH2:10][CH3:11])=[O:4].ClC1C=C(C=CC=1)C(OO)=[O:21]. Product: [OH:1][CH:2]([CH2:12][CH2:13][S:14]([CH3:15])=[O:21])[C:3]([O:5][CH2:6][CH2:7][CH2:8][CH2:9][CH2:10][CH3:11])=[O:4]. The catalyst class is: 4. (9) Product: [CH2:22]([O:21][C:19](=[O:20])[CH:18]([NH:7][C:6]1[CH:8]=[CH:9][CH:10]=[C:4]([N+:1]([O-:3])=[O:2])[CH:5]=1)[C:17](=[N:16][NH:15][C:11]([O:13][CH3:14])=[O:12])[CH3:24])[CH3:23]. The catalyst class is: 1. Reactant: [N+:1]([C:4]1[CH:5]=[C:6]([CH:8]=[CH:9][CH:10]=1)[NH2:7])([O-:3])=[O:2].[C:11]([N:15]=[N:16]/[C:17](/[CH3:24])=[CH:18]\[C:19]([O:21][CH2:22][CH3:23])=[O:20])([O:13][CH3:14])=[O:12].CCCCCC. (10) Product: [F:23][C:22]1[C:16]2[O:15][CH2:14][CH:13]([CH2:12][N:27]([CH2:25][CH3:26])[CH2:28][CH2:29][CH3:30])[O:18][C:17]=2[CH:19]=[C:20]([F:24])[CH:21]=1. The catalyst class is: 10. Reactant: CC1C=CC(S(O[CH2:12][CH:13]2[O:18][C:17]3[CH:19]=[C:20]([F:24])[CH:21]=[C:22]([F:23])[C:16]=3[O:15][CH2:14]2)(=O)=O)=CC=1.[CH2:25]([NH:27][CH2:28][CH2:29][CH3:30])[CH3:26].